Dataset: Reaction yield outcomes from USPTO patents with 853,638 reactions. Task: Predict the reaction yield, written as a fraction of the theoretical maximum amount of product (1.0 means a 100% yield; for example, 0.34 means a 34% yield). The reactants are [Cl:1][C:2]1[CH:3]=[C:4]2[C:9](=[CH:10][C:11]=1[O:12][C:13]1[CH:18]=[CH:17][C:16]([C:19](=[O:34])[NH:20][CH2:21][CH2:22][C:23]3[CH:28]=[CH:27][C:26]([S:29][C:30]([F:33])([F:32])[F:31])=[CH:25][CH:24]=3)=[CH:15][CH:14]=1)[O:8][CH2:7][CH2:6][CH:5]2[C:35]([O:37]CC)=[O:36].[OH-].[Na+].C1COCC1.Cl. The catalyst is C(OCC)(=O)C.C(O)C. The product is [Cl:1][C:2]1[CH:3]=[C:4]2[C:9](=[CH:10][C:11]=1[O:12][C:13]1[CH:18]=[CH:17][C:16]([C:19](=[O:34])[NH:20][CH2:21][CH2:22][C:23]3[CH:28]=[CH:27][C:26]([S:29][C:30]([F:31])([F:33])[F:32])=[CH:25][CH:24]=3)=[CH:15][CH:14]=1)[O:8][CH2:7][CH2:6][CH:5]2[C:35]([OH:37])=[O:36]. The yield is 0.842.